This data is from Forward reaction prediction with 1.9M reactions from USPTO patents (1976-2016). The task is: Predict the product of the given reaction. (1) Given the reactants [F:1][C:2]1[C:11]2[NH:10][CH:9]=[C:8]3[C:12](=[O:24])[N:13]([C:15]4[CH:23]=[CH:22][C:18]([C:19](O)=[O:20])=[CH:17][CH:16]=4)[N:14]=[C:7]3[C:6]=2[CH:5]=[CH:4][CH:3]=1.C(Cl)(=O)C([Cl:28])=O.CN(C)C=O, predict the reaction product. The product is: [F:1][C:2]1[C:11]2[NH:10][CH:9]=[C:8]3[C:12](=[O:24])[N:13]([C:15]4[CH:23]=[CH:22][C:18]([C:19]([Cl:28])=[O:20])=[CH:17][CH:16]=4)[N:14]=[C:7]3[C:6]=2[CH:5]=[CH:4][CH:3]=1. (2) Given the reactants C([O:5][C:6](=O)[N:7]([CH2:9][C:10](=[O:29])[NH:11][C:12]1[CH:17]=[CH:16][C:15]([C:18]2[CH:23]=[CH:22][CH:21]=[CH:20][C:19]=2[S:24]([CH3:27])(=[O:26])=[O:25])=[CH:14][C:13]=1[F:28])[CH3:8])(C)(C)C.C(O)(C(F)(F)F)=O.C(N(CC)CC)C.[Cl:45][C:46]1[CH:51]=[CH:50][C:49]([N:52]=C=O)=[CH:48][CH:47]=1, predict the reaction product. The product is: [Cl:45][C:46]1[CH:51]=[CH:50][C:49]([NH:52][C:6](=[O:5])[N:7]([CH2:9][C:10]([NH:11][C:12]2[CH:17]=[CH:16][C:15]([C:18]3[CH:23]=[CH:22][CH:21]=[CH:20][C:19]=3[S:24]([CH3:27])(=[O:25])=[O:26])=[CH:14][C:13]=2[F:28])=[O:29])[CH3:8])=[CH:48][CH:47]=1.